From a dataset of Forward reaction prediction with 1.9M reactions from USPTO patents (1976-2016). Predict the product of the given reaction. (1) Given the reactants Br[C:2]1[CH:9]=[CH:8][C:5]([CH:6]=[O:7])=[CH:4][CH:3]=1.C(N(CC)CC)C.C([O-])(O)=O.[Na+].[C:22]([O:26][C:27]([CH3:30])([CH3:29])[CH3:28])(=[O:25])[CH:23]=[CH2:24], predict the reaction product. The product is: [C:27]([O:26][C:22](=[O:25])[CH:23]=[CH:24][C:2]1[CH:9]=[CH:8][C:5]([CH:6]=[O:7])=[CH:4][CH:3]=1)([CH3:30])([CH3:29])[CH3:28]. (2) Given the reactants FC(F)(F)C(O)=O.C(OC([N:15]1[CH2:18][CH2:17][C@H:16]1[CH2:19][O:20][C:21]1[CH:22]=[C:23]([C:27]2[CH:32]=[CH:31][C:30](CCCO)=[CH:29][CH:28]=2)[CH:24]=[N:25][CH:26]=1)=O)(C)(C)C.[ClH:37].CC([O:42][C:43]([C@@H:45](N)[CH2:46]SS[CH2:46][C@H:45](N)[C:43]([O:42]C(C)(C)C)=O)=O)(C)C.Cl.Cl, predict the reaction product. The product is: [ClH:37].[NH:15]1[CH2:18][CH2:17][C@H:16]1[CH2:19][O:20][C:21]1[CH:22]=[C:23]([C:27]2[CH:28]=[C:29]([CH2:46][CH2:45][CH2:43][OH:42])[CH:30]=[CH:31][CH:32]=2)[CH:24]=[N:25][CH:26]=1. (3) The product is: [CH2:1]([O:8][C:9]1[C:14]2[CH:15]=[C:16]([C:18]3[N:19]=[C:20]4[N:24]([CH:25]=3)[N:23]=[C:22]([O:30][CH3:29])[S:21]4)[O:17][C:13]=2[CH:12]=[C:11]([O:27][CH3:28])[CH:10]=1)[C:2]1[CH:7]=[CH:6][CH:5]=[CH:4][CH:3]=1. Given the reactants [CH2:1]([O:8][C:9]1[C:14]2[CH:15]=[C:16]([C:18]3[N:19]=[C:20]4[N:24]([CH:25]=3)[N:23]=[C:22](Br)[S:21]4)[O:17][C:13]=2[CH:12]=[C:11]([O:27][CH3:28])[CH:10]=1)[C:2]1[CH:7]=[CH:6][CH:5]=[CH:4][CH:3]=1.[CH3:29][O-:30].[Na+], predict the reaction product.